This data is from Full USPTO retrosynthesis dataset with 1.9M reactions from patents (1976-2016). The task is: Predict the reactants needed to synthesize the given product. (1) Given the product [CH:1]1([C:6]2[CH:7]=[C:8]([NH:18][C:19](=[O:26])[C:20]3[CH:25]=[CH:24][CH:23]=[N:22][CH:21]=3)[CH:9]=[N:10][C:11]=2[O:12][CH2:13][C:14]([F:15])([F:16])[F:17])[CH2:2][CH2:3][CH2:4][CH2:5]1, predict the reactants needed to synthesize it. The reactants are: [CH:1]1([C:6]2[CH:7]=[C:8]([NH2:18])[CH:9]=[N:10][C:11]=2[O:12][CH2:13][C:14]([F:17])([F:16])[F:15])[CH2:5][CH2:4][CH2:3][CH2:2]1.[C:19](O)(=[O:26])[C:20]1[CH:25]=[CH:24][CH:23]=[N:22][CH:21]=1. (2) Given the product [N:4]1[C:5]2[NH:6][CH:7]=[CH:2][C:45]=2[C:46]([OH:48])=[N:32][C:3]=1[OH:53], predict the reactants needed to synthesize it. The reactants are: Cl[C:2]1[C:3]([NH:32]C2C=CC=CC=2S(C(C)C)(=O)=O)=[N:4][C:5](NC2C(OC(C)C)=CC(C3CCN(C(=O)CN(C)C)CC3)=C(C)C=2)=[N:6][CH:7]=1.[CH3:45][C:46]([O-:48])=O.[Na+].ClCC=[O:53].Cl. (3) Given the product [C:1]([O:5][C:6]([C:8]1[CH:9]=[CH:10][C:11]2[C:12]([CH:36]3[CH2:37][CH2:38][CH2:39][CH2:40][CH2:41]3)=[C:13]3[C:28]4[CH:29]=[CH:30][C:31]([Cl:33])=[CH:32][C:27]=4[CH2:26][N:20]([CH2:21][CH2:22][N:23]([CH3:25])[CH3:24])[C:18](=[O:19])[CH2:17][N:14]3[C:15]=2[CH:16]=1)=[O:7])([CH3:2])([CH3:3])[CH3:4], predict the reactants needed to synthesize it. The reactants are: [C:1]([O:5][C:6]([C:8]1[CH:16]=[C:15]2[C:11]([C:12]([CH:36]3[CH2:41][CH2:40][CH2:39][CH2:38][CH2:37]3)=[C:13](Br)[N:14]2[CH2:17][C:18]([N:20]([CH2:26][C:27]2[CH:32]=[C:31]([Cl:33])[CH:30]=[CH:29][C:28]=2Br)[CH2:21][CH2:22][N:23]([CH3:25])[CH3:24])=[O:19])=[CH:10][CH:9]=1)=[O:7])([CH3:4])([CH3:3])[CH3:2].CC1(C)C(C)(C)OB(B2OC(C)(C)C(C)(C)O2)O1.C([O-])(=O)C.[K+].N#N. (4) Given the product [Br:33][C:11]1[C:10]2[NH:9][C:8](=[O:13])[C:7]3[S:14][CH:15]=[CH:16][C:6]=3[C:5]=2[C:4]([C:17]2[CH:22]=[CH:21][C:20]([CH:23]([NH:25][C:26](=[O:32])[O:27][C:28]([CH3:31])([CH3:30])[CH3:29])[CH3:24])=[CH:19][CH:18]=2)=[C:3]([O:2][CH3:1])[CH:12]=1, predict the reactants needed to synthesize it. The reactants are: [CH3:1][O:2][C:3]1[CH:12]=[CH:11][C:10]2[NH:9][C:8](=[O:13])[C:7]3[S:14][CH:15]=[CH:16][C:6]=3[C:5]=2[C:4]=1[C:17]1[CH:22]=[CH:21][C:20]([CH:23]([NH:25][C:26](=[O:32])[O:27][C:28]([CH3:31])([CH3:30])[CH3:29])[CH3:24])=[CH:19][CH:18]=1.[Br:33]N1C(=O)CCC1=O. (5) Given the product [CH3:11][O:10][C:9]1[CH:8]=[CH:7][C:4]([C:5]#[N:6])=[CH:3][C:2]=1[B:12]1[O:16][C:15]([CH3:18])([CH3:17])[C:14]([CH3:20])([CH3:19])[O:13]1, predict the reactants needed to synthesize it. The reactants are: Br[C:2]1[CH:3]=[C:4]([CH:7]=[CH:8][C:9]=1[O:10][CH3:11])[C:5]#[N:6].[B:12]1([B:12]2[O:16][C:15]([CH3:18])([CH3:17])[C:14]([CH3:20])([CH3:19])[O:13]2)[O:16][C:15]([CH3:18])([CH3:17])[C:14]([CH3:20])([CH3:19])[O:13]1.